From a dataset of Peptide-MHC class I binding affinity with 185,985 pairs from IEDB/IMGT. Regression. Given a peptide amino acid sequence and an MHC pseudo amino acid sequence, predict their binding affinity value. This is MHC class I binding data. (1) The peptide sequence is REWFMDLNL. The MHC is HLA-B40:01 with pseudo-sequence HLA-B40:01. The binding affinity (normalized) is 0.798. (2) The peptide sequence is FHKKRVEPL. The MHC is HLA-A80:01 with pseudo-sequence HLA-A80:01. The binding affinity (normalized) is 0.0847. (3) The peptide sequence is AFDLSHFLK. The MHC is HLA-B58:01 with pseudo-sequence HLA-B58:01. The binding affinity (normalized) is 0.